Dataset: Forward reaction prediction with 1.9M reactions from USPTO patents (1976-2016). Task: Predict the product of the given reaction. (1) Given the reactants [CH3:1][O:2][C:3](=[O:18])[CH2:4][C:5]1[C:6]([F:17])=[CH:7][CH:8]=[C:9]2[C:14]=1[N:13]=[C:12]([O:15][CH3:16])[CH:11]=[CH:10]2.C=O.[C:21](=O)([O-])[O-].[K+].[K+].O, predict the reaction product. The product is: [F:17][C:6]1[C:5]([C:4](=[CH2:21])[C:3]([O:2][CH3:1])=[O:18])=[C:14]2[C:9]([CH:10]=[CH:11][C:12]([O:15][CH3:16])=[N:13]2)=[CH:8][CH:7]=1. (2) The product is: [Cl:1][C:2]1[C:7]([C:8]([CH3:10])=[CH2:9])=[CH:6][C:5]([C:11]#[N:12])=[CH:4][C:3]=1[NH:13][C:14]1[N:19]=[C:18]([NH:20][CH:30]2[CH2:32][CH2:31]2)[C:17]2=[N:33][CH:34]=[C:35]([C:36]#[N:37])[N:16]2[N:15]=1. Given the reactants [Cl:1][C:2]1[C:7]([C:8]([CH3:10])=[CH2:9])=[CH:6][C:5]([C:11]#[N:12])=[CH:4][C:3]=1[NH:13][C:14]1[N:19]=[C:18]([N:20]([CH:30]2[CH2:32][CH2:31]2)CC2C=CC(OC)=CC=2)[C:17]2=[N:33][CH:34]=[C:35]([C:36]#[N:37])[N:16]2[N:15]=1.C1(OC)C=CC=CC=1.C(O)(C(F)(F)F)=O, predict the reaction product. (3) Given the reactants [NH4+].[N:2]#[C:3][S-:4].[NH2:5][C:6]1[CH:11]=[CH:10][C:9]([CH2:12][CH2:13][OH:14])=[CH:8][CH:7]=1, predict the reaction product. The product is: [OH:14][CH2:13][CH2:12][C:9]1[CH:10]=[CH:11][C:6]([NH:5][C:3]([NH2:2])=[S:4])=[CH:7][CH:8]=1.